From a dataset of Forward reaction prediction with 1.9M reactions from USPTO patents (1976-2016). Predict the product of the given reaction. (1) Given the reactants O=[C:2]([C:30]1[CH:35]=[CH:34][CH:33]=[CH:32][CH:31]=1)[CH2:3][NH:4][C:5]([C:7]1[CH:29]=[CH:28][C:10]2[S:11][CH2:12][CH2:13][N:14]([S:15]([C:18]3[CH:23]=[CH:22][C:21]([C:24]([F:27])([F:26])[F:25])=[CH:20][CH:19]=3)(=[O:17])=[O:16])[C:9]=2[CH:8]=1)=O.C([O-])(=O)C.[NH4+:40], predict the reaction product. The product is: [C:30]1([C:2]2[NH:40][C:5]([C:7]3[CH:29]=[CH:28][C:10]4[S:11][CH2:12][CH2:13][N:14]([S:15]([C:18]5[CH:23]=[CH:22][C:21]([C:24]([F:25])([F:26])[F:27])=[CH:20][CH:19]=5)(=[O:17])=[O:16])[C:9]=4[CH:8]=3)=[N:4][CH:3]=2)[CH:31]=[CH:32][CH:33]=[CH:34][CH:35]=1. (2) Given the reactants Cl.[F:2][C:3]1[CH:4]=[C:5]2[C:9](=[CH:10][CH:11]=1)[NH:8][C:7]([C:12]1[N:17]=[C:16]([NH:18][C:19]3[CH:24]=[CH:23][C:22]([C:25]([N:27]4[CH2:32][CH2:31][NH:30][CH2:29][CH2:28]4)=[O:26])=[CH:21][C:20]=3[O:33]C)[CH:15]=[N:14][CH:13]=1)=[CH:6]2.B(Br)(Br)Br, predict the reaction product. The product is: [F:2][C:3]1[CH:4]=[C:5]2[C:9](=[CH:10][CH:11]=1)[NH:8][C:7]([C:12]1[N:17]=[C:16]([NH:18][C:19]3[CH:24]=[CH:23][C:22]([C:25]([N:27]4[CH2:32][CH2:31][NH:30][CH2:29][CH2:28]4)=[O:26])=[CH:21][C:20]=3[OH:33])[CH:15]=[N:14][CH:13]=1)=[CH:6]2. (3) Given the reactants [CH2:1]([O:8][C:9]1[C:10]([NH:22][C:23]2[CH:33]=[CH:32][C:26]([C:27]([O:29][CH2:30][CH3:31])=[O:28])=[CH:25][CH:24]=2)=[CH:11][C:12]2[C:13]([CH3:21])=[CH:14][CH2:15][C:16]([CH3:20])([CH3:19])[C:17]=2[CH:18]=1)[CH2:2][CH2:3][CH2:4][CH2:5][CH2:6][CH3:7].[CH:34](=O)[CH2:35][CH3:36], predict the reaction product. The product is: [CH2:1]([O:8][C:9]1[C:10]([N:22]([CH2:34][CH2:35][CH3:36])[C:23]2[CH:24]=[CH:25][C:26]([C:27]([O:29][CH2:30][CH3:31])=[O:28])=[CH:32][CH:33]=2)=[CH:11][C:12]2[C:13]([CH3:21])=[CH:14][CH2:15][C:16]([CH3:20])([CH3:19])[C:17]=2[CH:18]=1)[CH2:2][CH2:3][CH2:4][CH2:5][CH2:6][CH3:7]. (4) Given the reactants [CH3:1][N:2]1[CH2:15][CH2:14][C:13]2[C:12]3[CH:11]=[C:10]([CH3:16])[CH:9]=[CH:8][C:7]=3[NH:6][C:5]=2[CH2:4][CH2:3]1.N1CCC[C@H]1C(O)=O.[O-]P([O-])([O-])=O.[K+].[K+].[K+].Br[CH:34]=[C:35]([C:37]1[CH:38]=[N:39][CH:40]=[CH:41][CH:42]=1)[CH3:36], predict the reaction product. The product is: [CH3:1][N:2]1[CH2:15][CH2:14][C:13]2[C:12]3[CH:11]=[C:10]([CH3:16])[CH:9]=[CH:8][C:7]=3[N:6](/[CH:34]=[C:35](/[C:37]3[CH:38]=[N:39][CH:40]=[CH:41][CH:42]=3)\[CH3:36])[C:5]=2[CH2:4][CH2:3]1. (5) The product is: [NH2:1][C:4]1[S:5][C:6]([C:12]2[CH:17]=[CH:16][C:15]([C:18]3[N:19]=[N:20][N:21]([CH2:23][O:24][CH2:25][CH2:26][Si:27]([CH3:30])([CH3:29])[CH3:28])[CH:22]=3)=[CH:14][CH:13]=2)=[CH:7][C:8]=1[C:9]([NH2:11])=[O:10]. Given the reactants [N+:1]([C:4]1[S:5][C:6]([C:12]2[CH:17]=[CH:16][C:15]([C:18]3[N:19]=[N:20][N:21]([CH2:23][O:24][CH2:25][CH2:26][Si:27]([CH3:30])([CH3:29])[CH3:28])[CH:22]=3)=[CH:14][CH:13]=2)=[CH:7][C:8]=1[C:9]([NH2:11])=[O:10])([O-])=O, predict the reaction product.